Task: Regression. Given two drug SMILES strings and cell line genomic features, predict the synergy score measuring deviation from expected non-interaction effect.. Dataset: NCI-60 drug combinations with 297,098 pairs across 59 cell lines Drug 1: C1C(C(OC1N2C=C(C(=O)NC2=O)F)CO)O. Drug 2: C1C(C(OC1N2C=NC3=C(N=C(N=C32)Cl)N)CO)O. Cell line: RXF 393. Synergy scores: CSS=7.87, Synergy_ZIP=-2.64, Synergy_Bliss=-0.452, Synergy_Loewe=4.65, Synergy_HSA=1.11.